Task: Predict the reaction yield, written as a fraction of the theoretical maximum amount of product (1.0 means a 100% yield; for example, 0.34 means a 34% yield).. Dataset: Reaction yield outcomes from USPTO patents with 853,638 reactions (1) The reactants are FC(F)(F)C(O)=O.C([O:15][C:16]1[CH:34]=[CH:33][C:19]([CH2:20][C:21]2[CH:25]=[C:24]([C:26]3[CH:27]=[CH:28][C:29]([NH2:32])=[N:30][CH:31]=3)[O:23][N:22]=2)=[CH:18][CH:17]=1)C1C=CC=CC=1.C1(SC)C=CC=CC=1.C(=O)([O-])O.[Na+]. The catalyst is O. The product is [NH2:32][C:29]1[N:30]=[CH:31][C:26]([C:24]2[O:23][N:22]=[C:21]([CH2:20][C:19]3[CH:33]=[CH:34][C:16]([OH:15])=[CH:17][CH:18]=3)[CH:25]=2)=[CH:27][CH:28]=1. The yield is 0.740. (2) The reactants are F[C:2]1[C:3]([CH3:22])=[N:4][C:5]2[C:10]([N:11]=1)=[C:9]([C:12]1[NH:20][C:19]3[CH2:18][CH2:17][NH:16][C:15](=[O:21])[C:14]=3[CH:13]=1)[CH:8]=[CH:7][CH:6]=2.Cl.[CH3:24][O:25][C:26](=[O:30])[C@@H:27]([CH3:29])[NH2:28].CCN(C(C)C)C(C)C.CO.C(Cl)Cl. The catalyst is CS(C)=O. The product is [CH3:22][C:3]1[C:2]([NH:28][C@H:27]([CH3:29])[C:26]([O:25][CH3:24])=[O:30])=[N:11][C:10]2[C:5]([N:4]=1)=[CH:6][CH:7]=[CH:8][C:9]=2[C:12]1[NH:20][C:19]2[CH2:18][CH2:17][NH:16][C:15](=[O:21])[C:14]=2[CH:13]=1. The yield is 0.630. (3) The reactants are [CH:1]([C:3]1[CH:8]=[CH:7][C:6]([NH:9][N:10]2[C:18](=[O:19])[C:17]3[C:12](=[CH:13][CH:14]=[CH:15][CH:16]=3)[C:11]2=[O:20])=[CH:5][CH:4]=1)=[CH2:2].N1C=CC=CC=1C1C=CC=CN=1.Br[CH:34]([C:39]1[CH:40]=[C:41]([Cl:47])[C:42]([Cl:46])=[C:43]([Cl:45])[CH:44]=1)[C:35]([F:38])([F:37])[F:36]. The product is [F:38][C:35]([F:36])([F:37])[CH:34]([C:39]1[CH:40]=[C:41]([Cl:47])[C:42]([Cl:46])=[C:43]([Cl:45])[CH:44]=1)/[CH:2]=[CH:1]/[C:3]1[CH:4]=[CH:5][C:6]([NH:9][N:10]2[C:18](=[O:19])[C:17]3[C:12](=[CH:13][CH:14]=[CH:15][CH:16]=3)[C:11]2=[O:20])=[CH:7][CH:8]=1. The yield is 0.750. The catalyst is ClC1C=CC=CC=1Cl.Cl[Cu]. (4) The reactants are [F:1][C:2]1[CH:7]=[CH:6][C:5]([OH:8])=[CH:4][CH:3]=1.[CH2:9](O)[CH2:10][CH2:11][CH2:12][CH2:13][C:14]#[CH:15].C1(P(C2C=CC=CC=2)C2C=CC=CC=2)C=CC=CC=1. The catalyst is C(Cl)(Cl)Cl.ClCCl. The product is [F:1][C:2]1[CH:7]=[CH:6][C:5]([O:8][CH2:15][CH2:14][CH2:13][CH2:12][CH2:11][C:10]#[CH:9])=[CH:4][CH:3]=1. The yield is 0.620. (5) The reactants are [CH:1]([C:3]1[CH:4]=[CH:5][C:6]2[S:10][C:9]([C:11]3[CH:12]=[N:13][CH:14]=[C:15]([C:18]=3[NH:19][C:20]3[CH:28]=[CH:27][CH:26]=[C:25]4[C:21]=3[CH:22]=[CH:23][NH:24]4)[C:16]#[N:17])=[CH:8][C:7]=2[CH:29]=1)=O.[CH3:30][NH:31][CH3:32].C(O)(=O)C.[BH-](OC(C)=O)(OC(C)=O)OC(C)=O.[Na+]. The catalyst is C1COCC1. The product is [CH3:30][N:31]([CH2:1][C:3]1[CH:4]=[CH:5][C:6]2[S:10][C:9]([C:11]3[CH:12]=[N:13][CH:14]=[C:15]([C:18]=3[NH:19][C:20]3[CH:28]=[CH:27][CH:26]=[C:25]4[C:21]=3[CH:22]=[CH:23][NH:24]4)[C:16]#[N:17])=[CH:8][C:7]=2[CH:29]=1)[CH3:32]. The yield is 0.650. (6) The reactants are [O:1]1[CH2:3][C@H:2]1[CH2:4][O:5][C:6]1[C:18]2[C:17]3[C:12](=[CH:13][CH:14]=[CH:15][CH:16]=3)[NH:11][C:10]=2[CH:9]=[CH:8][CH:7]=1.NC(C)(C)C[C:22]1[CH:37]=[CH:36][C:25]([O:26][C:27]2[CH:35]=[CH:34][C:30]([C:31]([NH2:33])=[O:32])=[CH:29][CH:28]=2)=[CH:24][CH:23]=1.O. The catalyst is C(O)(=O)C.CO. The product is [OH:1][C@@H:2]([CH2:3][N:11]([C:22]1[CH:23]=[CH:24][C:25]([O:26][C:27]2[CH:28]=[CH:29][C:30]([C:31](=[O:32])[NH2:33])=[CH:34][CH:35]=2)=[CH:36][CH:37]=1)[CH2:10][CH:18]([CH3:6])[CH3:17])[CH2:4][O:5][C:6]1[C:18]2[C:17]3[C:12](=[CH:13][CH:14]=[CH:15][CH:16]=3)[NH:11][C:10]=2[CH:9]=[CH:8][CH:7]=1. The yield is 0.872. (7) The reactants are [BH4-].[Na+].[N:3]1[C:12]2[C:7](=[CH:8][CH:9]=[CH:10][CH:11]=2)[CH:6]=[C:5](C=O)[CH:4]=1.[CH3:15][OH:16]. No catalyst specified. The product is [N:3]1[C:12]2[C:7](=[CH:8][CH:9]=[CH:10][C:11]=2[CH2:15][OH:16])[CH:6]=[CH:5][CH:4]=1. The yield is 0.750.